This data is from Retrosynthesis with 50K atom-mapped reactions and 10 reaction types from USPTO. The task is: Predict the reactants needed to synthesize the given product. (1) Given the product COC(=O)c1ccc(C(=O)O)cc1F, predict the reactants needed to synthesize it. The reactants are: COC(=O)c1ccc(C(=O)OCc2ccccc2)cc1F. (2) Given the product CC(C)(N)[C@H](NC(=O)c1ccc(C#CC#C[C@@H](O)CCO)cc1)C(=O)NO, predict the reactants needed to synthesize it. The reactants are: COC(=O)[C@@H](NC(=O)c1ccc(C#CC#C[C@@H](O)CCO)cc1)C(C)(C)N.NO. (3) The reactants are: NC(=O)c1cccc(N)c1N.O=C(O)c1ccc(C2OCCCO2)cc1F. Given the product NC(=O)c1cccc2[nH]c(-c3ccc(C4OCCCO4)cc3F)nc12, predict the reactants needed to synthesize it. (4) Given the product CCCCCCCOc1c(C)cc2[nH]c(S(=O)Cc3ncc(C)c(OC)c3C)nc2c1C, predict the reactants needed to synthesize it. The reactants are: CCCCCCCOc1c(C)cc2[nH]c(SCc3ncc(C)c(OC)c3C)nc2c1C.[OH-]. (5) Given the product CC(=O)Nc1cccc(N(C)c2ccc3c(C=Cc4ccccc4)n[nH]c3c2)c1, predict the reactants needed to synthesize it. The reactants are: CC(=O)OC(C)=O.CN(c1cccc(N)c1)c1ccc2c(C=Cc3ccccc3)n[nH]c2c1.